This data is from M1 muscarinic receptor antagonist screen with 61,756 compounds. The task is: Binary Classification. Given a drug SMILES string, predict its activity (active/inactive) in a high-throughput screening assay against a specified biological target. (1) The result is 0 (inactive). The drug is S(CC(=O)Nc1n(nc(C(C)(C)C)c1)c1ccccc1)c1n(c2c(OC)cccc2)cnn1. (2) The drug is O=C(N1CCN(CC1)C(=O)c1occc1)c1cc(OC)c(OC)cc1. The result is 0 (inactive). (3) The drug is O(CC(=O)N1CCN(CC1)C(=O)c1c(OC)cccc1)c1cc(ccc1)C. The result is 0 (inactive). (4) The drug is O(c1ccc(C(=O)Nc2n(c(=O)n(c(=O)c2)C)C)cc1)CC. The result is 0 (inactive).